From a dataset of Full USPTO retrosynthesis dataset with 1.9M reactions from patents (1976-2016). Predict the reactants needed to synthesize the given product. (1) Given the product [CH:9]1([CH2:15][N:1]2[CH2:6][CH2:5][CH2:4][C@H:3]([CH2:7][OH:8])[CH2:2]2)[CH2:14][CH2:13][CH2:12][CH2:11][CH2:10]1, predict the reactants needed to synthesize it. The reactants are: [NH:1]1[CH2:6][CH2:5][CH2:4][C@H:3]([CH2:7][OH:8])[CH2:2]1.[CH:9]1([CH:15]=O)[CH2:14][CH2:13][CH2:12][CH2:11][CH2:10]1.[Na].Cl. (2) Given the product [C:1]([O:4][CH2:5][C:6]1[C:7]([N:15]2[CH2:26][CH2:25][N:24]3[C:17](=[CH:18][C:19]4[CH2:20][C:21]([CH3:28])([CH3:27])[CH2:22][C:23]=43)[C:16]2=[O:29])=[N:8][CH:9]=[CH:10][C:11]=1[C:31]1[CH:32]=[C:33]([NH:39][C:40]2[CH:44]=[CH:43][N:42]([CH3:45])[N:41]=2)[C:34](=[O:38])[N:35]([CH3:37])[CH:36]=1)(=[O:3])[CH3:2], predict the reactants needed to synthesize it. The reactants are: [C:1]([O:4][CH2:5][C:6]1[C:7]([N:15]2[CH2:26][CH2:25][N:24]3[C:17](=[CH:18][C:19]4[CH2:20][C:21]([CH3:28])([CH3:27])[CH2:22][C:23]=43)[C:16]2=[O:29])=[N:8][CH:9]=[CH:10][C:11]=1B(O)O)(=[O:3])[CH3:2].Br[C:31]1[CH:32]=[C:33]([NH:39][C:40]2[CH:44]=[CH:43][N:42]([CH3:45])[N:41]=2)[C:34](=[O:38])[N:35]([CH3:37])[CH:36]=1.[O-]P([O-])([O-])=O.[K+].[K+].[K+].C([O-])(=O)C.[Na+]. (3) Given the product [Cl:1][C:2]1[CH:3]=[C:4]([NH:17][C:18]2[C:27]3[C:22](=[CH:23][C:24]([O:33][CH3:32])=[C:25]([N+:28]([O-:30])=[O:29])[CH:26]=3)[N:21]=[CH:20][N:19]=2)[CH:5]=[CH:6][C:7]=1[O:8][CH2:9][C:10]1[CH:15]=[CH:14][CH:13]=[C:12]([F:16])[CH:11]=1, predict the reactants needed to synthesize it. The reactants are: [Cl:1][C:2]1[CH:3]=[C:4]([NH:17][C:18]2[C:27]3[C:22](=[CH:23][C:24](F)=[C:25]([N+:28]([O-:30])=[O:29])[CH:26]=3)[N:21]=[CH:20][N:19]=2)[CH:5]=[CH:6][C:7]=1[O:8][CH2:9][C:10]1[CH:15]=[CH:14][CH:13]=[C:12]([F:16])[CH:11]=1.[CH3:32][O-:33].[Na+].O. (4) Given the product [CH:1]1([N:4]([CH2:27][CH2:28][N:29]([CH3:31])[CH3:30])[C:5]([C@H:7]2[CH2:8][CH2:9][C@H:10]([CH2:13][N:14]([C:16]3[N:21]=[CH:20][C:19]([Br:22])=[CH:18][N:17]=3)[CH3:15])[CH2:11][CH2:12]2)=[O:6])[CH2:3][CH2:2]1, predict the reactants needed to synthesize it. The reactants are: [CH:1]1([NH:4][C:5]([C@H:7]2[CH2:12][CH2:11][C@H:10]([CH2:13][N:14]([C:16]3[N:21]=[CH:20][C:19]([Br:22])=[CH:18][N:17]=3)[CH3:15])[CH2:9][CH2:8]2)=[O:6])[CH2:3][CH2:2]1.[H-].[Na+].[Cl-].Cl[CH2:27][CH2:28][NH+:29]([CH3:31])[CH3:30]. (5) Given the product [Cl:1][C:2]1[CH:3]=[C:4]2[C:9](=[CH:10][CH:11]=1)[NH:8][C:7](=[O:12])[C:6]([C@@H:13]([NH:15][C:16]1[NH:21][C:20](=[O:22])[C:19]([C:24]#[N:25])=[CH:18][N:17]=1)[CH3:14])=[CH:5]2, predict the reactants needed to synthesize it. The reactants are: [Cl:1][C:2]1[CH:3]=[C:4]2[C:9](=[CH:10][CH:11]=1)[NH:8][C:7](=[O:12])[C:6]([C@@H:13]([NH:15][C:16]1[N:21]=[C:20]([O:22]C)[C:19]([C:24]#[N:25])=[CH:18][N:17]=1)[CH3:14])=[CH:5]2.[I-].[Na+].C[Si](Cl)(C)C. (6) Given the product [CH3:1][NH:8][C:9]1[C:10]2[CH2:34][O:33][C:32]([CH3:36])([CH3:35])[CH2:31][C:11]=2[C:12]2[C:16]3=[N:17][CH:18]=[N:19][C:20]([NH:21][CH2:22][CH2:23][N:24]4[CH2:29][CH2:28][O:27][CH2:26][CH2:25]4)=[C:15]3[S:14][C:13]=2[N:30]=1, predict the reactants needed to synthesize it. The reactants are: [CH2:1]([N:8](C)[C:9]1[C:10]2[CH2:34][O:33][C:32]([CH3:36])([CH3:35])[CH2:31][C:11]=2[C:12]2[C:16]3=[N:17][CH:18]=[N:19][C:20]([NH:21][CH2:22][CH2:23][N:24]4[CH2:29][CH2:28][O:27][CH2:26][CH2:25]4)=[C:15]3[S:14][C:13]=2[N:30]=1)C1C=CC=CC=1.[Cl-].[Al+3].[Cl-].[Cl-]. (7) Given the product [F:1][C:2]1[C:7]([CH:8]=[O:9])=[C:6]([F:10])[CH:5]=[CH:4][C:3]=1[NH:11][S:12]([C:15]1[S:16][CH:17]=[CH:18][CH:19]=1)(=[O:14])=[O:13], predict the reactants needed to synthesize it. The reactants are: [F:1][C:2]1[C:7]([CH2:8][OH:9])=[C:6]([F:10])[CH:5]=[CH:4][C:3]=1[NH:11][S:12]([C:15]1[S:16][CH:17]=[CH:18][CH:19]=1)(=[O:14])=[O:13].CC(OI1(OC(C)=O)(OC(C)=O)OC(=O)C2C=CC=CC1=2)=O.O.